From a dataset of Forward reaction prediction with 1.9M reactions from USPTO patents (1976-2016). Predict the product of the given reaction. (1) Given the reactants [F:1][C:2]([F:17])([F:16])[C:3]1[CH:8]=[CH:7][C:6]([NH:9][N:10]=[C:11]([C:14]#[N:15])[C:12]#[N:13])=[CH:5][CH:4]=1.FC(F)(F)C1C=CC(N)=CC=1.C(#N)CC#N.O.[NH2:35][NH2:36], predict the reaction product. The product is: [NH2:15][C:14]1[C:11](=[N:10][NH:9][C:6]2[CH:7]=[CH:8][C:3]([C:2]([F:1])([F:16])[F:17])=[CH:4][CH:5]=2)[C:12]([NH2:13])=[N:36][N:35]=1. (2) Given the reactants [F:1][C:2]([F:26])([F:25])[C:3]1[CH:8]=[CH:7][C:6](/[CH:9]=[CH:10]/[C:11]2[CH:12]=[C:13]3[C:18](=[CH:19][CH:20]=2)[CH:17]([CH2:21][C:22]([OH:24])=[O:23])[CH2:16][CH2:15][CH2:14]3)=[CH:5][CH:4]=1, predict the reaction product. The product is: [F:1][C:2]([F:25])([F:26])[C:3]1[CH:4]=[CH:5][C:6]([CH2:9][CH2:10][C:11]2[CH:12]=[C:13]3[C:18](=[CH:19][CH:20]=2)[CH:17]([CH2:21][C:22]([OH:24])=[O:23])[CH2:16][CH2:15][CH2:14]3)=[CH:7][CH:8]=1. (3) Given the reactants [F:1][C:2]1[CH:7]=[CH:6][CH:5]=[CH:4][C:3]=1[CH:8]([OH:26])[CH:9]([CH2:15][C:16]1[CH:21]=[CH:20][C:19]([C:22]([F:25])([F:24])[F:23])=[CH:18][CH:17]=1)[C:10]([O:12]CC)=[O:11].[Na].[OH-].Cl, predict the reaction product. The product is: [F:1][C:2]1[CH:7]=[CH:6][CH:5]=[CH:4][C:3]=1[CH:8]([OH:26])[CH:9]([CH2:15][C:16]1[CH:21]=[CH:20][C:19]([C:22]([F:24])([F:25])[F:23])=[CH:18][CH:17]=1)[C:10]([OH:12])=[O:11].